This data is from Reaction yield outcomes from USPTO patents with 853,638 reactions. The task is: Predict the reaction yield, written as a fraction of the theoretical maximum amount of product (1.0 means a 100% yield; for example, 0.34 means a 34% yield). (1) The reactants are C=CC(O)=O.C(O)C(N)(CO)CO.Cl.COC(C1C=CC(O)=CC=1)=O.[CH:26]1[N:30]([CH2:31][O:32][CH:33]([CH2:36][OH:37])[CH2:34][OH:35])[C:29]2[N:38]=[C:39]([NH2:43])[N:40]=[C:41]([O-:42])[C:28]=2[N:27]=1.[Na+]. No catalyst specified. The product is [CH:26]1[N:30]([CH2:31][O:32][CH:33]([CH2:36][OH:37])[CH2:34][OH:35])[C:29]2[N:38]=[C:39]([NH2:43])[N:40]=[C:41]([OH:42])[C:28]=2[N:27]=1. The yield is 0.0200. (2) The reactants are O.[NH2:2][NH2:3].[CH2:4]([O:6][C:7](=[O:21])[C:8](=O)[CH2:9][C:10](=O)[CH2:11][O:12][C:13]1[CH:18]=[CH:17][CH:16]=[CH:15][CH:14]=1)[CH3:5]. The catalyst is CCO. The product is [CH2:4]([O:6][C:7]([C:8]1[CH:9]=[C:10]([CH2:11][O:12][C:13]2[CH:18]=[CH:17][CH:16]=[CH:15][CH:14]=2)[NH:3][N:2]=1)=[O:21])[CH3:5]. The yield is 0.547. (3) The reactants are [CH2:1]([O:3][C:4]([C:6]1[C:15](=[O:16])[C:14]2[C:9](=[CH:10][CH:11]=[C:12]([C:17](=[O:19])[CH3:18])[CH:13]=2)[NH:8][CH:7]=1)=[O:5])[CH3:2].[F:20][C:21]1[CH:26]=[CH:25][C:24]([CH2:27]Cl)=[CH:23][CH:22]=1.C([O-])([O-])=O.[K+].[K+].O. The catalyst is CN(C=O)C. The product is [CH2:1]([O:3][C:4]([C:6]1[C:15](=[O:16])[C:14]2[C:9](=[CH:10][CH:11]=[C:12]([C:17](=[O:19])[CH3:18])[CH:13]=2)[N:8]([CH2:27][C:24]2[CH:25]=[CH:26][C:21]([F:20])=[CH:22][CH:23]=2)[CH:7]=1)=[O:5])[CH3:2]. The yield is 0.950. (4) The reactants are C(NC(C)C)(C)C.[Li]CCCC.CCCCCC.[CH3:19][CH:20]1[N:25]([CH2:26][C:27]2[CH:32]=[CH:31][CH:30]=[CH:29][CH:28]=2)[CH:24]([C:33]#[N:34])[CH2:23][CH2:22][CH2:21]1.[O:35]=[C:36]1[CH2:39][N:38]([C:40]([O:42][C:43]([CH3:46])([CH3:45])[CH3:44])=[O:41])[CH2:37]1. The catalyst is C1COCC1. The product is [C:33]([C:24]1([C:36]2([OH:35])[CH2:37][N:38]([C:40]([O:42][C:43]([CH3:45])([CH3:44])[CH3:46])=[O:41])[CH2:39]2)[CH2:23][CH2:22][CH2:21][CH:20]([CH3:19])[N:25]1[CH2:26][C:27]1[CH:32]=[CH:31][CH:30]=[CH:29][CH:28]=1)#[N:34]. The yield is 0.0700. (5) The reactants are C(C([CH:10]1[CH2:14][C:13]2[CH:15]=[CH:16][CH:17]=[C:18]([C:19]3[CH:24]=[CH:23][C:22]([Cl:25])=[CH:21][C:20]=3[CH3:26])[C:12]=2[O:11]1)N)C1C=CC=CC=1.C(N(C(C)C)CC)(C)C.ClC(OCC1C=CC=CC=1)=O.[CH2:47]([O:54][C:55](=[O:72])[NH:56]CC1CC2C=CC=C(C3CCCC3)C=2O1)[C:48]1[CH:53]=[CH:52][CH:51]=[CH:50][CH:49]=1. No catalyst specified. The product is [CH2:47]([O:54][C:55](=[O:72])[NH:56][CH:10]1[CH2:14][C:13]2[CH:15]=[CH:16][CH:17]=[C:18]([C:19]3[CH:24]=[CH:23][C:22]([Cl:25])=[CH:21][C:20]=3[CH3:26])[C:12]=2[O:11]1)[C:48]1[CH:53]=[CH:52][CH:51]=[CH:50][CH:49]=1. The yield is 0.960.